From a dataset of Full USPTO retrosynthesis dataset with 1.9M reactions from patents (1976-2016). Predict the reactants needed to synthesize the given product. Given the product [CH3:6][NH:7][C:9]1[S:10][C:11]([C:20]2[N:21]=[C:22]([NH:27][C:28]3[CH:33]=[CH:32][CH:31]=[C:30]([N+:34]([O-:36])=[O:35])[CH:29]=3)[N:23]=[C:24]([NH2:26])[N:25]=2)=[C:12]([C:14]2[CH:19]=[CH:18][CH:17]=[CH:16][CH:15]=2)[N:13]=1, predict the reactants needed to synthesize it. The reactants are: C(O[C:6](=O)[N:7]([C:9]1[S:10][C:11]([C:20]2[N:25]=[C:24]([NH2:26])[N:23]=[C:22]([NH:27][C:28]3[CH:33]=[CH:32][CH:31]=[C:30]([N+:34]([O-:36])=[O:35])[CH:29]=3)[N:21]=2)=[C:12]([C:14]2[CH:19]=[CH:18][CH:17]=[CH:16][CH:15]=2)[N:13]=1)C)(C)(C)C.